This data is from Full USPTO retrosynthesis dataset with 1.9M reactions from patents (1976-2016). The task is: Predict the reactants needed to synthesize the given product. (1) Given the product [CH:3]1([CH2:6][N:7]2[CH2:27][CH2:26][C@@:14]34[C:15]5[C:16]([OH:25])=[C:17]([C:22]([NH2:24])=[O:23])[CH:18]=[CH:19][C:20]=5[CH2:21][C@@H:8]2[C@:9]3([OH:29])[CH2:10][CH2:11][C:12](=[CH2:31])[CH2:13]4)[CH2:5][CH2:4]1, predict the reactants needed to synthesize it. The reactants are: [H-].[Na+].[CH:3]1([CH2:6][N:7]2[CH2:27][CH2:26][C@@:14]34[C:15]5[C:16]([OH:25])=[C:17]([C:22]([NH2:24])=[O:23])[CH:18]=[CH:19][C:20]=5[CH2:21][C@@H:8]2[C@:9]3([OH:29])[CH2:10][CH2:11][C:12](=O)[CH2:13]4)[CH2:5][CH2:4]1.Cl.[CH3:31]CCCCC. (2) Given the product [C:46]([C:50]1[CH:69]=[CH:68][C:53]([CH2:54][N:55]([CH2:56][CH2:57][C:58]2[CH:63]=[CH:62][CH:61]=[C:60]([O:64][CH:65]([F:67])[F:66])[CH:59]=2)[C:12]([C:9]2[C:10]([F:11])=[C:2]([Cl:1])[CH:3]=[C:4]3[C:8]=2[NH:7][CH:6]=[CH:5]3)=[O:14])=[CH:52][CH:51]=1)([CH3:49])([CH3:47])[CH3:48], predict the reactants needed to synthesize it. The reactants are: [Cl:1][C:2]1[CH:3]=[C:4]2[C:8](=[C:9]([C:12]([OH:14])=O)[C:10]=1[F:11])[NH:7][CH:6]=[CH:5]2.CN(C(ON1N=NC2C=CC=CC1=2)=[N+](C)C)C.[B-](F)(F)(F)F.C(N(CC)C(C)C)(C)C.[C:46]([C:50]1[CH:69]=[CH:68][C:53]([CH2:54][NH:55][CH2:56][CH2:57][C:58]2[CH:63]=[CH:62][CH:61]=[C:60]([O:64][CH:65]([F:67])[F:66])[CH:59]=2)=[CH:52][CH:51]=1)([CH3:49])([CH3:48])[CH3:47]. (3) Given the product [CH2:15]([O:19][C:20]([N:22]([C:33]1[C:38]([O:39][CH3:40])=[N:37][C:36]([CH3:41])=[CH:35][N:34]=1)[S:23]([C:26]1[C:27]([C:9]2[CH:10]=[CH:11][C:6]([C:2]3[O:1][CH:5]=[N:4][N:3]=3)=[CH:7][CH:8]=2)=[N:28][CH:29]=[CH:30][CH:31]=1)(=[O:25])=[O:24])=[O:21])[CH:16]([CH3:18])[CH3:17], predict the reactants needed to synthesize it. The reactants are: [O:1]1[CH:5]=[N:4][N:3]=[C:2]1[C:6]1[CH:11]=[CH:10][C:9](B(O)O)=[CH:8][CH:7]=1.[CH2:15]([O:19][C:20]([N:22]([C:33]1[C:38]([O:39][CH3:40])=[N:37][C:36]([CH3:41])=[CH:35][N:34]=1)[S:23]([C:26]1[C:27](Cl)=[N:28][CH:29]=[CH:30][CH:31]=1)(=[O:25])=[O:24])=[O:21])[CH:16]([CH3:18])[CH3:17]. (4) Given the product [O:16]1[C:20]2([CH2:25][CH2:24][CH:23]([N:10]3[CH2:9][CH2:8][CH2:14][O:13][CH2:12][CH2:11]3)[CH2:22][CH2:21]2)[O:19][CH2:18][CH2:17]1, predict the reactants needed to synthesize it. The reactants are: CCN(CC)CC.[CH2:8]1[CH2:14][O:13][CH2:12][CH2:11][NH:10][CH2:9]1.Cl.[O:16]1[C:20]2([CH2:25][CH2:24][CH:23](N3CCOCC3)[CH2:22][CH2:21]2)[O:19][CH2:18][CH2:17]1.C(O)(=O)C.[BH-](OC(C)=O)(OC(C)=O)OC(C)=O.[Na+].